From a dataset of Reaction yield outcomes from USPTO patents with 853,638 reactions. Predict the reaction yield, written as a fraction of the theoretical maximum amount of product (1.0 means a 100% yield; for example, 0.34 means a 34% yield). (1) The reactants are [Br:1][C:2]1[CH:3]=[C:4]2[C:9](=[CH:10][CH:11]=1)[CH:8]=[C:7]([C:12]([OH:14])=O)[CH:6]=[CH:5]2.S(Cl)(Cl)=O.CN.[CH2:21]([N:23](CC)CC)C. The catalyst is CO.O.CN(C=O)C.C(OCC)(=O)C. The product is [Br:1][C:2]1[CH:3]=[C:4]2[C:9](=[CH:10][CH:11]=1)[CH:8]=[C:7]([C:12]([NH:23][CH3:21])=[O:14])[CH:6]=[CH:5]2. The yield is 0.800. (2) The reactants are [CH2:1]([O:7][C:8]1[CH:16]=[CH:15][C:11]([C:12]([OH:14])=[O:13])=[CH:10][CH:9]=1)[CH2:2][CH2:3][CH2:4][CH2:5][CH3:6].C(Cl)(=O)C(Cl)=O.O[C:24]1[CH:59]=[CH:58][C:27]([CH2:28][N:29]([CH2:50][C:51]([O:53]C(C)(C)C)=[O:52])[C:30](=[O:49])[C:31]2[CH:36]=[CH:35][C:34]([NH:37][C:38](=[O:48])[CH2:39][C:40]3[CH:45]=[CH:44][C:43]([O:46][CH3:47])=[CH:42][CH:41]=3)=[CH:33][CH:32]=2)=[CH:26][CH:25]=1.C(O)(C(F)(F)F)=O. The catalyst is C(Cl)Cl.CN(C=O)C. The product is [CH2:1]([O:7][C:8]1[CH:9]=[CH:10][C:11]([C:12]([O:14][C:24]2[CH:59]=[CH:58][C:27]([CH2:28][N:29]([CH2:50][C:51]([OH:53])=[O:52])[C:30](=[O:49])[C:31]3[CH:32]=[CH:33][C:34]([NH:37][C:38](=[O:48])[CH2:39][C:40]4[CH:45]=[CH:44][C:43]([O:46][CH3:47])=[CH:42][CH:41]=4)=[CH:35][CH:36]=3)=[CH:26][CH:25]=2)=[O:13])=[CH:15][CH:16]=1)[CH2:2][CH2:3][CH2:4][CH2:5][CH3:6]. The yield is 0.350. (3) The reactants are [Br:1][C:2]1[N:3]=[C:4]2[C:10]([I:11])=[CH:9][NH:8][C:5]2=[N:6][CH:7]=1.[H-].[Na+].[C:14]1([CH3:24])[CH:19]=[CH:18][C:17]([S:20](Cl)(=[O:22])=[O:21])=[CH:16][CH:15]=1. The catalyst is C1COCC1. The product is [Br:1][C:2]1[N:3]=[C:4]2[C:10]([I:11])=[CH:9][N:8]([S:20]([C:17]3[CH:18]=[CH:19][C:14]([CH3:24])=[CH:15][CH:16]=3)(=[O:22])=[O:21])[C:5]2=[N:6][CH:7]=1. The yield is 0.990. (4) The reactants are C=O.[CH3:3][C:4]1([CH3:51])[O:8][C@@H:7]2[C@@H:9]([CH2:22][NH:23][CH2:24][CH:25]3[CH2:28][CH:27]([CH2:29][C:30]4[N:34]([CH2:35][O:36][CH2:37][CH2:38][Si:39]([CH3:42])([CH3:41])[CH3:40])[C:33]5[CH:43]=[CH:44][C:45]([C:47]([F:50])([F:49])[F:48])=[CH:46][C:32]=5[N:31]=4)[CH2:26]3)[CH2:10][C@@H:11]([N:12]3[C:16]4[N:17]=[CH:18][N:19]=[C:20]([NH2:21])[C:15]=4[CH:14]=[CH:13]3)[C@@H:6]2[O:5]1.[BH3-][C:53]#N.[Na+]. The catalyst is CO.C1COCC1. The product is [CH3:3][C:4]1([CH3:51])[O:8][C@@H:7]2[C@@H:9]([CH2:22][N:23]([CH3:53])[CH2:24][CH:25]3[CH2:26][CH:27]([CH2:29][C:30]4[N:34]([CH2:35][O:36][CH2:37][CH2:38][Si:39]([CH3:40])([CH3:41])[CH3:42])[C:33]5[CH:43]=[CH:44][C:45]([C:47]([F:50])([F:48])[F:49])=[CH:46][C:32]=5[N:31]=4)[CH2:28]3)[CH2:10][C@@H:11]([N:12]3[C:16]4[N:17]=[CH:18][N:19]=[C:20]([NH2:21])[C:15]=4[CH:14]=[CH:13]3)[C@@H:6]2[O:5]1. The yield is 0.660. (5) The reactants are [Br:1][C:2]1[CH:13]=[CH:12][C:5]([CH2:6][CH:7]([C:10]#[N:11])[C:8]#[N:9])=[CH:4][CH:3]=1.[H-].[Na+].Br[CH2:17][CH2:18][F:19]. The catalyst is CN(C)C=O. The product is [Br:1][C:2]1[CH:3]=[CH:4][C:5]([CH2:6][C:7]([CH2:17][CH2:18][F:19])([C:8]#[N:9])[C:10]#[N:11])=[CH:12][CH:13]=1. The yield is 0.480. (6) The reactants are Br[CH:2]([C:6]1[CH:11]=[CH:10][C:9]([F:12])=[CH:8][CH:7]=1)[C:3]([OH:5])=[O:4].[F:13][C:14]1[CH:15]=[C:16]([CH:18]=[CH:19][CH:20]=1)[NH2:17]. The catalyst is C(#N)C.CCOC(C)=O. The product is [F:12][C:9]1[CH:10]=[CH:11][C:6]([CH:2]([NH:17][C:16]2[CH:18]=[CH:19][CH:20]=[C:14]([F:13])[CH:15]=2)[C:3]([OH:5])=[O:4])=[CH:7][CH:8]=1. The yield is 0.900. (7) The reactants are O[C:2]([C:13]1[C:21]2[O:20][CH2:19][CH2:18][C:17]=2[C:16]([CH3:22])=[C:15]([NH:23]C(=O)OC(C)(C)C)[C:14]=1[CH3:31])([C:4]1[CH:9]=[CH:8][C:7]([CH:10]([CH3:12])[CH3:11])=[CH:6][CH:5]=1)[CH3:3].Cl.C(OCC)(=O)C.C(=O)([O-])O.[Na+]. The catalyst is C(OCC)(=O)C. The product is [CH:10]([C:7]1[CH:8]=[CH:9][C:4]([C:2]([C:13]2[C:21]3[O:20][CH2:19][CH2:18][C:17]=3[C:16]([CH3:22])=[C:15]([NH2:23])[C:14]=2[CH3:31])=[CH2:3])=[CH:5][CH:6]=1)([CH3:11])[CH3:12]. The yield is 1.00. (8) The reactants are [ClH:1].CC(O)C.[C:6](/[C:8](/[C:32]1[CH:37]=[CH:36][C:35]([O:38][CH3:39])=[C:34]([O:40][CH3:41])[CH:33]=1)=[CH:9]\[C:10]1[S:14][C:13]([N:15]2[CH2:20][CH2:19][CH:18]([O:21][C:22](=[O:31])[CH2:23][N:24]3[CH2:29][CH2:28][CH:27]([OH:30])[CH2:26][CH2:25]3)[CH2:17][CH2:16]2)=[CH:12][CH:11]=1)#[N:7]. The catalyst is CO. The product is [ClH:1].[C:6](/[C:8](/[C:32]1[CH:37]=[CH:36][C:35]([O:38][CH3:39])=[C:34]([O:40][CH3:41])[CH:33]=1)=[CH:9]\[C:10]1[S:14][C:13]([N:15]2[CH2:16][CH2:17][CH:18]([O:21][C:22](=[O:31])[CH2:23][N:24]3[CH2:25][CH2:26][CH:27]([OH:30])[CH2:28][CH2:29]3)[CH2:19][CH2:20]2)=[CH:12][CH:11]=1)#[N:7]. The yield is 0.930. (9) The reactants are [CH2:1]([O:8][C:9]([N:11]1[CH2:25][CH2:24][C:14]2([O:18][C:17](=[O:19])[NH:16][CH:15]2[CH2:20][CH2:21][CH2:22][CH3:23])[CH2:13][CH2:12]1)=[O:10])[C:2]1[CH:7]=[CH:6][CH:5]=[CH:4][CH:3]=1.[H-].[Na+].[CH:28]1([CH2:34]Br)[CH2:33][CH2:32][CH2:31][CH2:30][CH2:29]1. The catalyst is CN(C=O)C.CCOC(C)=O. The product is [CH2:1]([O:8][C:9]([N:11]1[CH2:12][CH2:13][C:14]2([O:18][C:17](=[O:19])[N:16]([CH2:34][CH:28]3[CH2:33][CH2:32][CH2:31][CH2:30][CH2:29]3)[CH:15]2[CH2:20][CH2:21][CH2:22][CH3:23])[CH2:24][CH2:25]1)=[O:10])[C:2]1[CH:3]=[CH:4][CH:5]=[CH:6][CH:7]=1. The yield is 0.650. (10) The reactants are [F:1][C:2]1([F:49])[CH2:7][C@H:6]([O:8][C:9]2[C:14]([CH3:15])=[CH:13][C:12]([S:16]([N:19](CC3C=CC(OC)=CC=3OC)[C:20]3[CH:25]=[CH:24][N:23]=[CH:22][N:21]=3)(=[O:18])=[O:17])=[C:11]([F:37])[CH:10]=2)[C@@H:5]([C:38]2[N:42](COCCOC)[N:41]=[CH:40][CH:39]=2)[CH2:4][CH2:3]1.C([SiH](CC)CC)C. The catalyst is ClC(Cl)C.FC(F)(F)C(O)=O. The product is [F:49][C:2]1([F:1])[CH2:7][C@H:6]([O:8][C:9]2[C:14]([CH3:15])=[CH:13][C:12]([S:16]([NH:19][C:20]3[CH:25]=[CH:24][N:23]=[CH:22][N:21]=3)(=[O:18])=[O:17])=[C:11]([F:37])[CH:10]=2)[C@@H:5]([C:38]2[NH:42][N:41]=[CH:40][CH:39]=2)[CH2:4][CH2:3]1. The yield is 0.710.